This data is from Forward reaction prediction with 1.9M reactions from USPTO patents (1976-2016). The task is: Predict the product of the given reaction. (1) Given the reactants [CH2:1]([O:8][C:9]1[CH:10]=[C:11]2[C:15](=[CH:16][C:17]=1[F:18])[NH:14][CH:13]=[CH:12]2)[C:2]1[CH:7]=[CH:6][CH:5]=[CH:4][CH:3]=1.[CH3:19][C:20]([O:23][C:24](O[C:24]([O:23][C:20]([CH3:22])([CH3:21])[CH3:19])=[O:25])=[O:25])([CH3:22])[CH3:21], predict the reaction product. The product is: [CH2:1]([O:8][C:9]1[CH:10]=[C:11]2[C:15](=[CH:16][C:17]=1[F:18])[N:14]([C:24]([O:23][C:20]([CH3:22])([CH3:21])[CH3:19])=[O:25])[CH:13]=[CH:12]2)[C:2]1[CH:3]=[CH:4][CH:5]=[CH:6][CH:7]=1. (2) The product is: [Cl:11][C:12]1[N:17]=[C:16]([NH:1][C@H:2]2[CH2:7][CH2:6][CH2:5][CH2:4][C@H:3]2[C:8]([NH2:10])=[O:9])[C:15]([Cl:19])=[CH:14][N:13]=1. Given the reactants [NH2:1][C@H:2]1[CH2:7][CH2:6][CH2:5][CH2:4][C@H:3]1[C:8]([NH2:10])=[O:9].[Cl:11][C:12]1[N:17]=[C:16](Cl)[C:15]([Cl:19])=[CH:14][N:13]=1.C([O-])(O)=O.[Na+], predict the reaction product. (3) Given the reactants [CH3:1][C:2]1[CH:7]=[CH:6][C:5]([S:8]([O:11][CH2:12][C:13]23[CH2:20][CH2:19][C:16](C4C=CC=C(OC5C=CC=CC=5)C=4)([CH2:17][CH2:18]2)[O:15][CH2:14]3)(=[O:10])=[O:9])=[CH:4][CH:3]=1.BrC1C=CC=C(OC2C=CC=CC=2)C=1.[CH3:48][C:49]1[S:50][CH:51]=[C:52]([C:54]2[CH:59]=[CH:58][CH:57]=[CH:56][CH:55]=2)[N:53]=1, predict the reaction product. The product is: [CH3:1][C:2]1[CH:7]=[CH:6][C:5]([S:8]([O:11][CH2:12][C:13]23[CH2:20][CH2:19][C:16]([C:51]4[S:50][C:49]([CH3:48])=[N:53][C:52]=4[C:54]4[CH:55]=[CH:56][CH:57]=[CH:58][CH:59]=4)([CH2:17][CH2:18]2)[O:15][CH2:14]3)(=[O:10])=[O:9])=[CH:4][CH:3]=1. (4) Given the reactants [CH3:1][C:2]1[O:6][C:5]([C:7]2[CH:12]=[CH:11][C:10]([CH3:13])=[CH:9][CH:8]=2)=[N:4][C:3]=1[CH2:14][O:15][C@@H:16]1[CH2:21][CH2:20][CH2:19][C@H:18]([CH2:22][O:23][C:24]2([C:29]([O:31]C(C)(C)C)=[O:30])[CH2:28][CH2:27][CH2:26][CH2:25]2)[CH2:17]1, predict the reaction product. The product is: [CH3:1][C:2]1[O:6][C:5]([C:7]2[CH:12]=[CH:11][C:10]([CH3:13])=[CH:9][CH:8]=2)=[N:4][C:3]=1[CH2:14][O:15][C@@H:16]1[CH2:21][CH2:20][CH2:19][C@H:18]([CH2:22][O:23][C:24]2([C:29]([OH:31])=[O:30])[CH2:28][CH2:27][CH2:26][CH2:25]2)[CH2:17]1.